Dataset: Peptide-MHC class I binding affinity with 185,985 pairs from IEDB/IMGT. Task: Regression. Given a peptide amino acid sequence and an MHC pseudo amino acid sequence, predict their binding affinity value. This is MHC class I binding data. (1) The peptide sequence is DQDALFAYTK. The MHC is HLA-A68:01 with pseudo-sequence HLA-A68:01. The binding affinity (normalized) is 0.340. (2) The peptide sequence is RVATENIAV. The MHC is HLA-B35:01 with pseudo-sequence HLA-B35:01. The binding affinity (normalized) is 0.0847. (3) The peptide sequence is NECAQVLSEM. The MHC is HLA-B40:01 with pseudo-sequence HLA-B40:01. The binding affinity (normalized) is 0.382.